Predict the product of the given reaction. From a dataset of Forward reaction prediction with 1.9M reactions from USPTO patents (1976-2016). Given the reactants C(O[C:6](=[O:22])[NH:7][CH:8]([C:13](=[O:21])[NH:14][CH2:15][CH2:16][CH:17]([CH3:20])[CH2:18][OH:19])[CH2:9][CH:10]([CH3:12])[CH3:11])(C)(C)C.O.C1(C)C=CC(S(O)(=O)=O)=CC=1.[CH2:35]([O:37][C:38]([C@H:40]1[O:42][C@@H:41]1C(O)=O)=[O:39])[CH3:36].F[P-](F)(F)(F)(F)F.N1(OC(N(C)C)=[N+](C)C)C2N=CC=CC=2N=N1.C(N(C(C)C)CC)(C)C, predict the reaction product. The product is: [CH2:35]([O:37][C:38]([CH:40]1[CH:41]([C:6](=[O:22])[NH:7][CH:8]([C:13](=[O:21])[NH:14][CH2:15][CH2:16][CH:17]([CH3:20])[CH2:18][OH:19])[CH2:9][CH:10]([CH3:11])[CH3:12])[O:42]1)=[O:39])[CH3:36].